Task: Predict the reactants needed to synthesize the given product.. Dataset: Full USPTO retrosynthesis dataset with 1.9M reactions from patents (1976-2016) (1) Given the product [NH2:30][C:29]1[C:2]([Cl:1])=[CH:3][C:4]2[N:8]=[C:7]([C@@H:9]([NH:11][C:12](=[O:27])[C:13]3[CH:18]=[CH:17][C:16]([C:19]([N:21]4[CH2:22][CH2:23][CH2:24][CH2:25]4)=[O:20])=[C:15]([CH3:26])[CH:14]=3)[CH3:10])[NH:6][C:5]=2[CH:28]=1, predict the reactants needed to synthesize it. The reactants are: [Cl:1][C:2]1[C:29]([N+:30]([O-])=O)=[CH:28][C:5]2[NH:6][C:7]([C@@H:9]([NH:11][C:12](=[O:27])[C:13]3[CH:18]=[CH:17][C:16]([C:19]([N:21]4[CH2:25][CH2:24][CH2:23][CH2:22]4)=[O:20])=[C:15]([CH3:26])[CH:14]=3)[CH3:10])=[N:8][C:4]=2[CH:3]=1.[H][H].ClCCl.CO.N.ClCl. (2) Given the product [CH3:30][O:31][N:32]=[C:2]1[CH2:7][C@@H:6]([C:8]2[CH:13]=[CH:12][CH:11]=[CH:10][CH:9]=2)[O:5][C@@H:4]([C:14]2[CH:23]=[CH:22][C:17]([C:18]([O:20][CH3:21])=[O:19])=[CH:16][CH:15]=2)[CH2:3]1, predict the reactants needed to synthesize it. The reactants are: O=[C:2]1[CH2:7][C@@H:6]([C:8]2[CH:13]=[CH:12][CH:11]=[CH:10][CH:9]=2)[O:5][C@@H:4]([C:14]2[CH:23]=[CH:22][C:17]([C:18]([O:20][CH3:21])=[O:19])=[CH:16][CH:15]=2)[CH2:3]1.C([O-])(=O)C.[Na+].Cl.[CH3:30][O:31][NH2:32]. (3) Given the product [CH3:1][C:2]1([CH3:24])[O:6][C@H:5]([CH2:7][C:8]2([SH:11])[CH2:9][CH2:10]2)[CH2:4][O:3]1, predict the reactants needed to synthesize it. The reactants are: [CH3:1][C:2]1([CH3:24])[O:6][C@H:5]([CH2:7][C:8]2([S:11][S:11][C:8]3([CH2:7][C@@H:5]4[CH2:4][O:3][C:2]([CH3:24])([CH3:1])[O:6]4)[CH2:10][CH2:9]3)[CH2:10][CH2:9]2)[CH2:4][O:3]1.C1(P(C2C=CC=CC=2)C2C=CC=CC=2)C=CC=CC=1. (4) Given the product [NH2:1][C:2]1[CH:7]=[CH:6][C:5]([CH2:8][C:9]([N:21]([CH3:23])[CH3:22])([CH2:19][CH3:20])[C:10]([C:12]2[CH:17]=[CH:16][C:15]([NH:27][CH2:26][CH2:24][OH:25])=[CH:14][CH:13]=2)=[O:11])=[CH:4][CH:3]=1, predict the reactants needed to synthesize it. The reactants are: [NH2:1][C:2]1[CH:7]=[CH:6][C:5]([CH2:8][C:9]([N:21]([CH3:23])[CH3:22])([CH2:19][CH3:20])[C:10]([C:12]2[CH:17]=[CH:16][C:15](F)=[CH:14][CH:13]=2)=[O:11])=[CH:4][CH:3]=1.[CH2:24]([CH2:26][NH2:27])[OH:25]. (5) Given the product [ClH:48].[ClH:48].[CH3:1][O:2][CH2:3][CH2:4][CH2:5][CH2:6][N:7]1[C:11]2[CH:12]=[CH:13][CH:14]=[CH:15][C:10]=2[N:9]=[C:8]1[C:16]([N:18]([C@H:19]1[CH2:24][C@@H:23]([C:25]2[O:29][N:28]=[C:27]([CH3:30])[N:26]=2)[CH2:22][NH:21][CH2:20]1)[CH2:38][CH:39]([CH3:41])[CH3:40])=[O:17], predict the reactants needed to synthesize it. The reactants are: [CH3:1][O:2][CH2:3][CH2:4][CH2:5][CH2:6][N:7]1[C:11]2[CH:12]=[CH:13][CH:14]=[CH:15][C:10]=2[N:9]=[C:8]1[C:16]([N:18]([CH2:38][CH:39]([CH3:41])[CH3:40])[C@H:19]1[CH2:24][C@@H:23]([C:25]2[O:29][N:28]=[C:27]([CH3:30])[N:26]=2)[CH2:22][N:21](C(OC(C)(C)C)=O)[CH2:20]1)=[O:17].C(OCC)(=O)C.[ClH:48]. (6) Given the product [CH3:1][O:2][C:3](=[O:15])[CH2:4][C:5]1[C:13]2[C:8](=[N:9][CH:10]=[CH:11][CH:12]=2)[N:7]([CH2:35][C:36]2[CH:41]=[CH:40][C:39]([S:42]([CH3:44])=[O:43])=[CH:38][CH:37]=2)[C:6]=1[CH3:14], predict the reactants needed to synthesize it. The reactants are: [CH3:1][O:2][C:3](=[O:15])[CH2:4][C:5]1[C:13]2[C:8](=[N:9][CH:10]=[CH:11][CH:12]=2)[NH:7][C:6]=1[CH3:14].CCN(P1(N(C)CCCN1C)=NC(C)(C)C)CC.Br[CH2:35][C:36]1[CH:41]=[CH:40][C:39]([S:42]([CH3:44])=[O:43])=[CH:38][CH:37]=1.